From a dataset of Drug-target binding data from BindingDB using IC50 measurements. Regression. Given a target protein amino acid sequence and a drug SMILES string, predict the binding affinity score between them. We predict pIC50 (pIC50 = -log10(IC50 in M); higher means more potent). Dataset: bindingdb_ic50. The compound is O=C(NS(=O)(=O)c1ccc(N[C@H](CCN2CCOCC2)CSc2ccccc2)c(S(=O)(=O)C(F)(F)F)c1)c1ccc(N2CCN(Cc3ccccc3-c3ccc(Cl)cc3)CC2)cc1. The target protein (Q07817) has sequence MSQSNRELVVDFLSYKLSQKGYSWSQFSDVEENRTEAPEGTESEMETPSAINGNPSWHLADSPAVNGATGHSSSLDAREVIPMAAVKQALREAGDEFELRYRRAFSDLTSQLHITPGTAYQSFEQVVNELFRDGVNWGRIVAFFSFGGALCVESVDKEMQVLVSRIAAWMATYLNDHLEPWIQENGGWDTFVELYGNNAAAESRKGQERFNRWFLTGMTVAGVVLLGSLFSRK. The pIC50 is 7.8.